From a dataset of Full USPTO retrosynthesis dataset with 1.9M reactions from patents (1976-2016). Predict the reactants needed to synthesize the given product. (1) Given the product [Br:1][C:2]1[CH:11]=[CH:10][C:5]([CH2:6][OH:7])=[CH:4][C:3]=1[CH3:12], predict the reactants needed to synthesize it. The reactants are: [Br:1][C:2]1[CH:11]=[CH:10][C:5]([C:6](OC)=[O:7])=[CH:4][C:3]=1[CH3:12].[H-].[Al+3].[Li+].[H-].[H-].[H-].CO.Cl. (2) Given the product [CH2:12]([N:11]([CH3:10])[C:40](=[O:41])/[CH:39]=[CH:38]/[C:33]1[CH:34]=[N:35][C:36]2[NH:37][C:28](=[O:27])[CH2:29][CH2:30][C:31]=2[CH:32]=1)[C:13]1[CH:14]=[CH:15][CH:20]=[CH:21][CH:22]=1, predict the reactants needed to synthesize it. The reactants are: C(NC)C1C=CC=CC=1.[CH3:10][NH:11][CH2:12][C:13]1[CH:22]=[CH:21][C:20]2[C:15](=CC=CC=2)[C:14]=1CCC.Cl.[O:27]=[C:28]1[NH:37][C:36]2[N:35]=[CH:34][C:33](/[CH:38]=[CH:39]/[C:40](O)=[O:41])=[CH:32][C:31]=2[CH2:30][CH2:29]1.Cl.CN1CC2C=C(/C=C/C(O)=O)C=NC=2NC(=O)C1. (3) Given the product [Br:34][CH2:35][CH2:36][O:28][C:24]1[CH:23]=[C:22]2[C:27]([C:18]([NH:17][C:12]3[CH:11]=[C:10]([NH:9][C:7](=[O:8])[C:6]4[CH:29]=[CH:30][CH:31]=[C:4]([C:3]([C:1]#[N:2])([CH3:33])[CH3:32])[CH:5]=4)[CH:15]=[CH:14][C:13]=3[CH3:16])=[N:19][CH:20]=[N:21]2)=[CH:26][CH:25]=1, predict the reactants needed to synthesize it. The reactants are: [C:1]([C:3]([CH3:33])([CH3:32])[C:4]1[CH:5]=[C:6]([CH:29]=[CH:30][CH:31]=1)[C:7]([NH:9][C:10]1[CH:15]=[CH:14][C:13]([CH3:16])=[C:12]([NH:17][C:18]2[C:27]3[C:22](=[CH:23][C:24]([OH:28])=[CH:25][CH:26]=3)[N:21]=[CH:20][N:19]=2)[CH:11]=1)=[O:8])#[N:2].[Br:34][CH2:35][CH2:36]Br.C([O-])([O-])=O.[K+].[K+]. (4) Given the product [Cl:32][C:29]1[CH:30]=[CH:31][C:26]([CH2:25][S:22]([N:19]2[CH2:20][CH2:21][CH:16]([C:13]3[C:12]4[C:7](=[CH:8][CH:9]=[C:10]([F:33])[CH:11]=4)[CH:6]=[C:5]([CH2:4][C:3]([OH:34])=[O:2])[C:14]=3[CH3:15])[CH2:17][CH2:18]2)(=[O:23])=[O:24])=[CH:27][CH:28]=1, predict the reactants needed to synthesize it. The reactants are: C[O:2][C:3](=[O:34])[CH2:4][C:5]1[C:14]([CH3:15])=[C:13]([CH:16]2[CH2:21][CH2:20][N:19]([S:22]([CH2:25][C:26]3[CH:31]=[CH:30][C:29]([Cl:32])=[CH:28][CH:27]=3)(=[O:24])=[O:23])[CH2:18][CH2:17]2)[C:12]2[C:7](=[CH:8][CH:9]=[C:10]([F:33])[CH:11]=2)[CH:6]=1.O.[OH-].[Li+]. (5) The reactants are: Br[C:2]1[CH:9]=[N:8][CH:7]=[C:6]([Br:10])[C:3]=1[CH:4]=[O:5].[CH3:11][C:12]1([CH3:25])[CH2:24][C:15]2[C:16]3[CH2:21][CH2:20][NH:19][C:18](=[O:22])[C:17]=3[S:23][C:14]=2[CH2:13]1.C(=O)([O-])[O-].[Cs+].[Cs+].CC1(C)C2C(=C(P(C3C=CC=CC=3)C3C=CC=CC=3)C=CC=2)OC2C(P(C3C=CC=CC=3)C3C=CC=CC=3)=CC=CC1=2. Given the product [Br:10][C:6]1[CH:7]=[N:8][CH:9]=[C:2]([N:19]2[CH2:20][CH2:21][C:16]3[C:15]4[CH2:24][C:12]([CH3:11])([CH3:25])[CH2:13][C:14]=4[S:23][C:17]=3[C:18]2=[O:22])[C:3]=1[CH:4]=[O:5], predict the reactants needed to synthesize it. (6) Given the product [C:1]([O:5][C:6]([N:8]1[CH2:13][CH2:12][CH:11]([O:14][C:15]2[CH:20]=[CH:19][C:18]([NH2:21])=[CH:17][C:16]=2[C:24]([F:27])([F:25])[F:26])[CH2:10][CH2:9]1)=[O:7])([CH3:4])([CH3:2])[CH3:3], predict the reactants needed to synthesize it. The reactants are: [C:1]([O:5][C:6]([N:8]1[CH2:13][CH2:12][CH:11]([O:14][C:15]2[CH:20]=[CH:19][C:18]([N+:21]([O-])=O)=[CH:17][C:16]=2[C:24]([F:27])([F:26])[F:25])[CH2:10][CH2:9]1)=[O:7])([CH3:4])([CH3:3])[CH3:2]. (7) Given the product [Cl:1][C:2]1[CH:3]=[CH:4][C:5]([O:15][CH2:16][C:17]2[C:22]([F:23])=[CH:21][CH:20]=[CH:19][C:18]=2[F:24])=[C:6]([C:8]2[N:25]([C:26]3[CH:27]=[C:28]([C:32]([CH3:35])=[CH:33][CH:34]=3)[C:29]([OH:31])=[O:30])[C:11]([CH3:12])=[CH:10][CH:9]=2)[CH:7]=1, predict the reactants needed to synthesize it. The reactants are: [Cl:1][C:2]1[CH:3]=[CH:4][C:5]([O:15][CH2:16][C:17]2[C:22]([F:23])=[CH:21][CH:20]=[CH:19][C:18]=2[F:24])=[C:6]([C:8](=O)[CH2:9][CH2:10][C:11](=O)[CH3:12])[CH:7]=1.[NH2:25][C:26]1[CH:27]=[C:28]([C:32]([CH3:35])=[CH:33][CH:34]=1)[C:29]([OH:31])=[O:30].CC1C=CC(S(O)(=O)=O)=CC=1. (8) Given the product [ClH:19].[F:1][C:2]1[C:7]([C:8]2[C:9](=[O:16])[NH:10][C:11](=[O:14])[NH:12][CH:13]=2)=[CH:6][CH:5]=[C:4]([CH3:18])[N:3]=1, predict the reactants needed to synthesize it. The reactants are: [F:1][C:2]1[C:7]([C:8]2[C:9]([O:16]C)=[N:10][C:11]([O:14]C)=[N:12][CH:13]=2)=[CH:6][CH:5]=[C:4]([CH3:18])[N:3]=1.[ClH:19]. (9) Given the product [Cl:1][C:2]1[CH:10]=[C:9]2[C:5]([C:6]([C:15]([N:17]3[CH2:34][CH2:33][C:20]4([N:24]([C:25]5[CH:26]=[CH:27][CH:28]=[CH:29][CH:30]=5)[CH2:23][N:22]([CH3:31])[C:21]4=[O:32])[CH2:19][CH2:18]3)=[O:16])=[CH:7][N:8]2[CH2:11][C:12]([NH:72][CH2:71][CH2:70][N:69]([CH3:73])[CH3:68])=[O:14])=[CH:4][CH:3]=1, predict the reactants needed to synthesize it. The reactants are: [Cl:1][C:2]1[CH:10]=[C:9]2[C:5]([C:6]([C:15]([N:17]3[CH2:34][CH2:33][C:20]4([N:24]([C:25]5[CH:30]=[CH:29][CH:28]=[CH:27][CH:26]=5)[CH2:23][N:22]([CH3:31])[C:21]4=[O:32])[CH2:19][CH2:18]3)=[O:16])=[CH:7][N:8]2[CH2:11][C:12]([OH:14])=O)=[CH:4][CH:3]=1.F[P-](F)(F)(F)(F)F.N1(OC(N(C)C)=[N+](C)C)C2N=CC=CC=2N=N1.C(N(CC)C(C)C)(C)C.[CH3:68][N:69]([CH3:73])[CH2:70][CH2:71][NH2:72].